Dataset: Forward reaction prediction with 1.9M reactions from USPTO patents (1976-2016). Task: Predict the product of the given reaction. (1) Given the reactants [C:1]([O:5][C:6]([NH:8][C@H:9]1[CH2:14][C@@H:13]([F:15])[CH2:12][N:11]([C:16](OCC2C=CC=CC=2)=O)[CH2:10]1)=[O:7])([CH3:4])([CH3:3])[CH3:2].CCN(C(C)C)C(C)C.ClC1[CH:41]=[CH:40][N:39]=[CH:38][C:37]=1[N+:42]([O-:44])=[O:43], predict the reaction product. The product is: [F:15][C@H:13]1[CH2:12][N:11]([C:16]2[CH:41]=[CH:40][N:39]=[CH:38][C:37]=2[N+:42]([O-:44])=[O:43])[CH2:10][C@@H:9]([NH:8][C:6](=[O:7])[O:5][C:1]([CH3:2])([CH3:3])[CH3:4])[CH2:14]1. (2) Given the reactants Br[C:2]1[CH:7]=[CH:6][CH:5]=[C:4]([Sn:8]([CH2:17][CH2:18][CH2:19][CH3:20])([CH2:13][CH2:14][CH2:15][CH3:16])[CH2:9][CH2:10][CH2:11][CH3:12])[N:3]=1.CCN(CC)CC.[CH3:28][N:29]1[CH2:34][CH2:33][NH:32][CH2:31][CH2:30]1, predict the reaction product. The product is: [CH3:28][N:29]1[CH2:34][CH2:33][N:32]([C:2]2[CH:7]=[CH:6][CH:5]=[C:4]([Sn:8]([CH2:17][CH2:18][CH2:19][CH3:20])([CH2:13][CH2:14][CH2:15][CH3:16])[CH2:9][CH2:10][CH2:11][CH3:12])[N:3]=2)[CH2:31][CH2:30]1. (3) Given the reactants [Cl-].[Mg+2].[Cl-].[C:4](OCC)(=O)CC(OCC)=O.C(N(CC)CC)C.[CH3:22][O:23][C:24]1[CH:32]=[CH:31][C:30]([N+:33]([O-:35])=[O:34])=[CH:29][C:25]=1[C:26](Cl)=[O:27].Cl, predict the reaction product. The product is: [CH3:22][O:23][C:24]1[CH:32]=[CH:31][C:30]([N+:33]([O-:35])=[O:34])=[CH:29][C:25]=1[C:26](=[O:27])[CH3:4].